Dataset: Full USPTO retrosynthesis dataset with 1.9M reactions from patents (1976-2016). Task: Predict the reactants needed to synthesize the given product. Given the product [F:1][C:2]1[CH:10]=[CH:9][C:8]2[NH:7][C:6]3[C:11]([C:25]([NH2:26])=[O:28])=[CH:12][N:13]=[C:14]([NH:15][C:16]4[C:21]([F:22])=[CH:20][C:19]([F:23])=[CH:18][C:17]=4[F:24])[C:5]=3[C:4]=2[CH:3]=1, predict the reactants needed to synthesize it. The reactants are: [F:1][C:2]1[CH:10]=[CH:9][C:8]2[NH:7][C:6]3[C:11]([C:25]#[N:26])=[CH:12][N:13]=[C:14]([NH:15][C:16]4[C:21]([F:22])=[CH:20][C:19]([F:23])=[CH:18][C:17]=4[F:24])[C:5]=3[C:4]=2[CH:3]=1.C([O-])([O-])=[O:28].[K+].[K+].OO.